From a dataset of Full USPTO retrosynthesis dataset with 1.9M reactions from patents (1976-2016). Predict the reactants needed to synthesize the given product. (1) Given the product [CH3:38][O:37][C:35](=[O:36])[NH:30][C@@H:28]([CH3:29])[CH2:27][N:20]1[C@H:19]([C:17](=[O:18])[NH:16][C:14]2[CH:15]=[C:3]([Cl:2])[CH:4]=[C:5]3[C:13]=2[NH:12][C:11]2[CH:10]=[N:9][CH:8]=[CH:7][C:6]3=2)[CH2:24][O:23][C:22]([CH3:25])([CH3:26])[CH2:21]1, predict the reactants needed to synthesize it. The reactants are: Cl.[Cl:2][C:3]1[CH:4]=[C:5]2[C:13](=[C:14]([NH:16][C:17]([C@@H:19]3[CH2:24][O:23][C:22]([CH3:26])([CH3:25])[CH2:21][N:20]3[CH2:27][C@@H:28]([NH2:30])[CH3:29])=[O:18])[CH:15]=1)[NH:12][C:11]1[CH:10]=[N:9][CH:8]=[CH:7][C:6]2=1.C(Cl)Cl.Cl[C:35]([O:37][CH3:38])=[O:36].O. (2) Given the product [Si:22]([O:12][CH2:11][C:3]1[S:4][C:5]2=[CH:6][N:7]=[CH:8][CH:9]=[C:10]2[C:2]=1[NH2:1])([C:19]([CH3:21])([CH3:20])[CH3:18])([CH3:24])[CH3:23], predict the reactants needed to synthesize it. The reactants are: [NH2:1][C:2]1[C:10]2[C:5](=[CH:6][N:7]=[CH:8][CH:9]=2)[S:4][C:3]=1[CH2:11][OH:12].N1C=CN=C1.[CH3:18][C:19]([Si:22](Cl)([CH3:24])[CH3:23])([CH3:21])[CH3:20]. (3) Given the product [C:1]([C:5]1[CH:10]=[CH:9][C:8]([C:11]2[NH:15][C:14]3[CH:16]=[CH:17][CH:18]=[C:19]([N:20]4[CH2:25][CH2:24][N:23]([CH2:26][C:27]5[CH:32]=[CH:31][C:30]([N+:33]([O-:35])=[O:34])=[C:29]([NH:37][CH2:38][C:39]6[CH:40]=[N:41][CH:42]=[CH:43][CH:44]=6)[CH:28]=5)[CH2:22][CH2:21]4)[C:13]=3[N:12]=2)=[CH:7][CH:6]=1)([CH3:4])([CH3:3])[CH3:2], predict the reactants needed to synthesize it. The reactants are: [C:1]([C:5]1[CH:10]=[CH:9][C:8]([C:11]2[NH:15][C:14]3[CH:16]=[CH:17][CH:18]=[C:19]([N:20]4[CH2:25][CH2:24][N:23]([CH2:26][C:27]5[CH:32]=[CH:31][C:30]([N+:33]([O-:35])=[O:34])=[C:29](F)[CH:28]=5)[CH2:22][CH2:21]4)[C:13]=3[N:12]=2)=[CH:7][CH:6]=1)([CH3:4])([CH3:3])[CH3:2].[NH2:37][CH2:38][C:39]1[CH:40]=[N:41][CH:42]=[CH:43][CH:44]=1. (4) Given the product [CH2:39]([C@H:42]([CH2:46][CH2:47][CH2:48][CH2:49][CH2:1][CH3:2])[C:43]([OH:45])=[O:44])[CH2:40][CH3:41], predict the reactants needed to synthesize it. The reactants are: [CH:1]([Mg]Cl)=[CH2:2].C([Mg]Br)=C.C([Mg]Cl)#C.C([Mg]Br)#C.C=CC[C@H](O)CCCCCC.C#CC[C@H](O)CCCCCC.[CH2:39]([C@@H:42]([CH2:46][CH2:47][CH2:48][CH2:49]CC)[C:43]([OH:45])=[O:44])[CH:40]=[CH2:41].C([C@@H](CCCCCC)C(O)=O)C#C. (5) Given the product [ClH:28].[OH:5][C:6]1[CH:7]=[C:8]([CH:23]=[CH:24][C:25]=1[CH3:26])[NH:9][C:10]1[C:19]2[C:14](=[CH:15][C:16]([O:22][CH2:29][C:30]3[N:31]([CH3:35])[CH:32]=[CH:33][N:34]=3)=[C:17]([O:20][CH3:21])[CH:18]=2)[N:13]=[CH:12][N:11]=1, predict the reactants needed to synthesize it. The reactants are: Cl.C([O:5][C:6]1[CH:7]=[C:8]([CH:23]=[CH:24][C:25]=1[CH3:26])[NH:9][C:10]1[C:19]2[C:14](=[CH:15][C:16]([OH:22])=[C:17]([O:20][CH3:21])[CH:18]=2)[N:13]=[CH:12][N:11]=1)(=O)C.Cl.[Cl:28][CH2:29][C:30]1[N:31]([CH3:35])[CH:32]=[CH:33][N:34]=1.C(=O)([O-])[O-].[K+].[K+].